Predict which catalyst facilitates the given reaction. From a dataset of Catalyst prediction with 721,799 reactions and 888 catalyst types from USPTO. Reactant: [C:1]1([N:7]([C:50]2[CH:55]=[CH:54][CH:53]=[CH:52][CH:51]=2)[C:8]2[C:20]3[C:19]4[C:14](=[CH:15][CH:16]=[CH:17][CH:18]=4)[C:13]4([C:32]5[C:31](OC)=[CH:30][CH:29]=[C:28]([N:35]([C:42]6[CH:47]=[CH:46][CH:45]=[CH:44][CH:43]=6)[C:36]6[CH:41]=[CH:40][CH:39]=[CH:38][CH:37]=6)[C:27]=5[C:26]5[C:21]4=[CH:22][CH:23]=[CH:24][CH:25]=5)[C:12]=3[C:11](OC)=[CH:10][CH:9]=2)[CH:6]=[CH:5][CH:4]=[CH:3][CH:2]=1.C1(N2C(Cl)=NN=N2)C=CC=CC=1.C([O-])([O-])=O.[K+].[K+]. Product: [C:42]1([N:35]([C:36]2[CH:37]=[CH:38][CH:39]=[CH:40][CH:41]=2)[C:28]2[C:27]3[C:26]4[C:21](=[CH:22][CH:23]=[CH:24][CH:25]=4)[C:13]4([C:12]5[CH:11]=[CH:10][CH:9]=[C:8]([N:7]([C:1]6[CH:2]=[CH:3][CH:4]=[CH:5][CH:6]=6)[C:50]6[CH:51]=[CH:52][CH:53]=[CH:54][CH:55]=6)[C:20]=5[C:19]5[C:14]4=[CH:15][CH:16]=[CH:17][CH:18]=5)[C:32]=3[CH:31]=[CH:30][CH:29]=2)[CH:43]=[CH:44][CH:45]=[CH:46][CH:47]=1. The catalyst class is: 21.